From a dataset of Experimentally validated miRNA-target interactions with 360,000+ pairs, plus equal number of negative samples. Binary Classification. Given a miRNA mature sequence and a target amino acid sequence, predict their likelihood of interaction. (1) The miRNA is hsa-miR-539-3p with sequence AUCAUACAAGGACAAUUUCUUU. The protein sequence of the target gene is MQPSGHRLRDIEHHPLLTDNDNYDSASSSSSETDMADRVWFIRDGCGMVCAVMTWLLVVYADFVVTFVMLLPSKDFWYSVVNGVLFNCLAVLALSSHLRTMLTDPGAVPKGNATKEYMESLQLKPGEVIYKCPKCCCIKPERAHHCSICKRCIRKMDHHCPWVNNCVGEKNQRFFVLFTMYIALSSVHALILCGLQFISCVRGQWTECSDFSPPITVILLVFLCLEGLLFFTFTAVMFGTQIHSICNDETEIERLKSEKPTWERRLRWEGMKSVFGGPPSLLWMNPFVGFRLRRLQMRTR.... Result: 0 (no interaction). (2) The miRNA is mmu-miR-504-5p with sequence AGACCCUGGUCUGCACUCUAUC. The protein sequence of the target gene is MKVARFQKIPNVENETMIPVLTSKRASELAVSEVAGLLQADLQNGLNKSEVSHRRAFHGWNEFDISEDEPLWKKYISQFKNPLIMLLLASAVISILMRQFDDAVSITVAIVIVVTVAFVQEYRSEKSLEELSKLVPPECHCVREGKLEHTLARDLVPGDTVCLSVGDRVPADLRLFEAVDLSVDESSLTGETAPCSKVTAPQPAANGDLASRSNIAFMGTLVRCGKAKGIVIGTGENSEFGEVFKMMQAEEAPKTPLQKSMDLLGKQLSFYSFGIIGIIMLVGWLLGKDILEMFTISVSL.... Result: 0 (no interaction). (3) Result: 0 (no interaction). The protein sequence of the target gene is MAGCCCLSAEEKESQRISAEIERQLRRDKKDARRELKLLLLGTGESGKSTFIKQMRIIHGSGYSDEDRKGFTKLVYQNIFTAMQAMIRAMDTLRIQYVCEQNKENAQIIREVEVDKVSMLSREQVEAIKQLWQDPGIQECYDRRREYQLSDSAKYYLTDIDRIATPSFVPTQQDVLRVRVPTTGIIEYPFDLENIIFRMVDVGGQRSERRKWIHCFESVTSIIFLVALSEYDQVLAECDNENRMEESKALFKTIITYPWFLNSSVILFLNKKDLLEEKIMYSHLISYFPEYTGPKQDVRA.... The miRNA is hsa-miR-938 with sequence UGCCCUUAAAGGUGAACCCAGU. (4) The miRNA is hsa-miR-3118 with sequence UGUGACUGCAUUAUGAAAAUUCU. The protein sequence of the target gene is MKDTPLQVHVLLGLAITTLVQAIDKKVDCPQLCTCEIRPWFTPRSIYMEASTVDCNDLGLLNFPARLPADTQILLLQTNNIARIEHSTDFPVNLTGLDLSQNNLSSVTNINVQKMSQLLSVYLEENKLTELPEKCLYGLSNLQELYVNHNLLSTISPGAFIGLHNLLRLHLNSNRLQMINSQWFDALPNLEILMLGDNPIIRIKDMNFQPLVKLRSLVIAGINLTEIPDDALAGLENLESISFYDNRLSKVPQVALQKAVNLKFLDLNKNPINRIRRGDFSNMLHLKELGINNMPELVSI.... Result: 0 (no interaction). (5) The miRNA is rno-miR-212-3p with sequence UAACAGUCUCCAGUCACGGCCA. The protein sequence of the target gene is MALAALMIALGSLGLHTWQAQAVPILPLGLAPDTFDDTYVGCAEEMEEKAAPLLKEEMAHHALLRESWEAAQETWEDKRRGLTLPPGFKAQNGIAIMVYTNSSNTLYWELNQAVRTGGGSRELYMRHFPFKALHFYLIRALQLLRGSGGCSRGPGEVVFRGVGSLRFEPKRLGDSVRLGQFASSSLDKAVAHRFGNATLFSLTTCFGAPIQAFSVFPKEREVLIPPHEVFLVTRFSQDGAQSLVTLWSYNQTCSHFNCAYLGGEKRRGCVSAPGALGTGDLHMTKRHLQQP. Result: 0 (no interaction). (6) The miRNA is mmu-miR-6934-3p with sequence ACCUCUGCUCCUGCCCCACCAG. The protein sequence of the target gene is MTDSDDTTCKRYIKMITNIVILSLIICISLAFWIMSMTASTYYGNFRPVSPWRWLFSVVVPVVIACNGFKKKSLDHSGALGGLVVGFILTIANFSFFTSLMTFFLSSSKLTKWRGNIKKQLDSEYKEGGQRNWVQVFCNGAVPTELALLYMIENGPGEMPIDFSKQHTASWMCLSLLAALASSAGDTWASEVAPVLSKSSPRLITTWEKVPVGTNGGVTAVGLASSLLGGTFVGLAYFLTQLVFVNDLDISAPQWPIIAFGGVAGLFGSLVDSFLGATMQFSGLDERTGLVVSSPTQETK.... Result: 0 (no interaction). (7) The miRNA is hsa-miR-3940-3p with sequence CAGCCCGGAUCCCAGCCCACUU. The protein sequence of the target gene is MSGGEVVCSGWLRKSPPEKKLKRYAWKRRWFVLRSGRLTGDPDVLEYYKNDHAKKPIRIIDLNLCQQVDAGLTFNKKEFENSYIFDINTIDRIFYLVADSEEDMNKWVRCICDICGFNPTEEDPVKPLTGSSQAPVDSPFAISTAPASSQMEASSVALPPPYQVISLPPHPDTLGLQDDPQDYLLLINCQSKKPEPNRTLFDSAKPTFSETDCNDNVPSHQTPASSQSKHGMNGFFQQQMMYDCPPSRLTSVSGESSLYNLPRSYSHDVLPKESPSSTEADGELYTFNTPSGTAGVETQM.... Result: 0 (no interaction). (8) The miRNA is bta-miR-146b with sequence UGAGAACUGAAUUCCAUAGGCUGU. The protein sequence of the target gene is MQFRLFSFALIILNCMDYSHCQGNRWRRSKRASYVSNPICKGCLSCSKDNGCSRCQQKLFFFLRREGMRQYGECLHSCPSGYYGHRAPDMNRCARCRIENCDSCFSKDFCTKCKVGFYLHRGRCFDECPDGFAPLEETMECVEGCEVGHWSEWGTCSRNNRTCGFKWGLETRTRQIVKKPVKDTILCPTIAESRRCKMTMRHCPGGKRTPKAKEKRNKKKKRKLIERAQEQHSVFLATDRANQ. Result: 0 (no interaction). (9) The miRNA is hsa-miR-3917 with sequence GCUCGGACUGAGCAGGUGGG. The protein sequence of the target gene is MDEERALYIVRAGEAGAIERVLRDYSDKHRATFKFESTDEDKRKKLCEGIFKVLIKDIPTTCQVSCLEVLRILSRDKKVLVPVTTKENMQILLRLAKLNELDDSLEKVSEFPVIVESLKCLCNIVFNSQMAQQLSLELNLAAKLCNLLRKCKDRKFINDIKCFDLRLLFLLSLLHTDIRSQLRYELQGLPLLTQILESAFSIKWTDEYESAIDHNGPPLSPQETDCAIEALKALFNVTVDSWKVHKESDSHQFRVMAAVLRHCLLIVGPTEDKTEELHSNAVNLLSNVPVSCLDVLICPL.... Result: 0 (no interaction). (10) The miRNA is hsa-miR-6511a-5p with sequence CAGGCAGAAGUGGGGCUGACAGG. The protein sequence of the target gene is METLDSQRVQDRLLAAPGCSSPSGQQELFSSHVMQEESANDMECEQLPAEILRQVTVHRDPIYGFGFVAGSERPVVVRSVRPGGPSENKLLAGDQIVAINEEDVSEAPRERLIELIRSAKEFIVLTVLHTHQSPKSAFISAAKKAKLRSNPVKVRFSEQVAVGETDAKMMKKEALLLIPNVLKVFLENGQIKSFTFDGRTTVKDVMLTLQDRLSLRFIEHFALVLEYAGPEQNHKFLLLQDKQPLAYVVQRTHYHGMKCLFRISFFPKDPVELLRRDPAAFEYLYIQSRNDVIRERFGMD.... Result: 1 (interaction).